From a dataset of Full USPTO retrosynthesis dataset with 1.9M reactions from patents (1976-2016). Predict the reactants needed to synthesize the given product. (1) Given the product [F:26][C:20]1[CH:21]=[C:22]([F:25])[CH:23]=[CH:24][C:19]=1[N:18]1[CH:14]([C:10]2[CH:11]=[CH:12][CH:13]=[C:8]([N:2]3[CH2:3][CH2:4][N:5]([S:42]([CH3:41])(=[O:44])=[O:43])[CH2:6][CH2:7]3)[CH:9]=2)[CH2:15][C:16]([C:27]([F:33])([F:32])[C:28]([F:29])([F:30])[F:31])=[N:17]1, predict the reactants needed to synthesize it. The reactants are: Cl.[N:2]1([C:8]2[CH:9]=[C:10]([CH:14]3[N:18]([C:19]4[CH:24]=[CH:23][C:22]([F:25])=[CH:21][C:20]=4[F:26])[N:17]=[C:16]([C:27]([F:33])([F:32])[C:28]([F:31])([F:30])[F:29])[CH2:15]3)[CH:11]=[CH:12][CH:13]=2)[CH2:7][CH2:6][NH:5][CH2:4][CH2:3]1.C(N(CC)CC)C.[CH3:41][S:42](Cl)(=[O:44])=[O:43]. (2) Given the product [CH3:36][O:35][C:32]1[N:31]=[N:30][C:29]([C:14]2[N:18]([C:19]3[CH:20]=[N:21][CH:22]=[CH:23][CH:24]=3)[N:17]=[C:16]([C:25]([O:27][CH3:28])=[O:26])[CH:15]=2)=[CH:34][CH:33]=1, predict the reactants needed to synthesize it. The reactants are: C(N(CC)CC)C.CS(Cl)(=O)=O.O[C:14]1([C:29]2[N:30]=[N:31][C:32]([O:35][CH3:36])=[CH:33][CH:34]=2)[N:18]([C:19]2[CH:20]=[N:21][CH:22]=[CH:23][CH:24]=2)[N:17]=[C:16]([C:25]([O:27][CH3:28])=[O:26])[CH2:15]1.CO. (3) The reactants are: C[O:2][C:3](=[O:35])[CH2:4][O:5][C:6]1[CH:11]=[CH:10][CH:9]=[C:8]([NH:12][C:13]2[C:14]3[C:21]([C:22]4[CH:27]=[CH:26][C:25]([F:28])=[CH:24][CH:23]=4)=[C:20]([C:29]4[CH:34]=[CH:33][CH:32]=[CH:31][CH:30]=4)[O:19][C:15]=3[N:16]=[CH:17][N:18]=2)[CH:7]=1.[OH-].[Na+]. Given the product [F:28][C:25]1[CH:24]=[CH:23][C:22]([C:21]2[C:14]3[C:13]([NH:12][C:8]4[CH:7]=[C:6]([CH:11]=[CH:10][CH:9]=4)[O:5][CH2:4][C:3]([OH:35])=[O:2])=[N:18][CH:17]=[N:16][C:15]=3[O:19][C:20]=2[C:29]2[CH:30]=[CH:31][CH:32]=[CH:33][CH:34]=2)=[CH:27][CH:26]=1, predict the reactants needed to synthesize it. (4) Given the product [Br:1][C:2]1[CH:3]=[C:4]([C:15]([OH:17])=[O:16])[C:5]2[C:6]([F:14])=[CH:7][N:8]([CH:11]([CH3:12])[CH3:13])[C:9]=2[CH:10]=1, predict the reactants needed to synthesize it. The reactants are: [Br:1][C:2]1[CH:3]=[C:4]([C:15]([O:17]C)=[O:16])[C:5]2[C:6]([F:14])=[CH:7][N:8]([CH:11]([CH3:13])[CH3:12])[C:9]=2[CH:10]=1.[OH-].[Li+].O.[Al]. (5) The reactants are: [Cl:1][C:2](Cl)([O:4]C(=O)OC(Cl)(Cl)Cl)Cl.N1C=CC=CC=1.[F:19][C:20]([F:35])([F:34])[C:21]1[CH:22]=[C:23]([CH:31]=[CH:32][CH:33]=1)[CH2:24][N:25]1[CH2:30][CH2:29][NH:28][CH2:27][CH2:26]1. Given the product [F:35][C:20]([F:19])([F:34])[C:21]1[CH:22]=[C:23]([CH:31]=[CH:32][CH:33]=1)[CH2:24][N:25]1[CH2:30][CH2:29][N:28]([C:2]([Cl:1])=[O:4])[CH2:27][CH2:26]1, predict the reactants needed to synthesize it.